Dataset: Drug-target binding data from BindingDB using IC50 measurements. Task: Regression. Given a target protein amino acid sequence and a drug SMILES string, predict the binding affinity score between them. We predict pIC50 (pIC50 = -log10(IC50 in M); higher means more potent). Dataset: bindingdb_ic50. The small molecule is CCCCCC[C@@H]1C(=O)N(OCc2ccccc2)[C@H]1C[C@H](CCCCC)OC(=O)[C@@H](NC=O)C(C)C. The target protein sequence is CPTPKEDGLAQQQTQLNLRSLLVNPEGPTLMRLNSVQSSERPLFLVHPIEGSTTVFHSLASRLSIPTYGLQCTRAAPLDSIHSLAAYYIDCIRQVQPEGPYRVAGYSYGACVAFEMCSQLQAQQSPAPTHNSLFLFDGSPTYVLAYTQSYRAKLTPGCEAEAETEAICFFVQQFTDMEHNRVLEALLPLKGLEERVAAAVDLIIKSHQGLDRQELSFAARSFYYKLRAAEQYTPKAKYHGNVMLLRAKTGGAYGEDLGADYNLSQVCDGKVSVHVIEGDHRTLLEGSGLESIISIIHSSLAEPRVSVR. The pIC50 is 4.2.